This data is from Catalyst prediction with 721,799 reactions and 888 catalyst types from USPTO. The task is: Predict which catalyst facilitates the given reaction. (1) Reactant: [OH:1][CH2:2][CH2:3][CH2:4][S:5]([O:8][CH2:9][C:10]#[CH:11])(=[O:7])=[O:6].N1C=CC=CC=1.[CH3:18][S:19](Cl)(=[O:21])=[O:20].O. Product: [CH3:18][S:19]([O:1][CH2:2][CH2:3][CH2:4][S:5]([O:8][CH2:9][C:10]#[CH:11])(=[O:7])=[O:6])(=[O:21])=[O:20]. The catalyst class is: 13. (2) Reactant: [CH3:1][O:2][C:3]1[CH:29]=[CH:28][C:6]2[NH:7][C:8](=[O:27])[N:9]([CH:12]3[CH2:17][CH2:16][N:15]([C:18]4[CH:23]=[C:22]([C:24]([OH:26])=O)C=[CH:20][N:19]=4)[CH2:14][CH2:13]3)[CH2:10][CH2:11][C:5]=2[CH:4]=1.[S:30]1[C:34]2[CH2:35][NH:36][CH:37]([CH2:39][OH:40])[CH2:38][C:33]=2[CH:32]=[CH:31]1.C[N:42](C(ON1N=NC2C=CC=CC1=2)=[N+](C)C)C.[B-](F)(F)(F)F. Product: [OH:40][CH2:39][CH:37]1[N:36]([C:24]([C:22]2[N:42]=[CH:20][N:19]=[C:18]([N:15]3[CH2:16][CH2:17][CH:12]([N:9]4[CH2:10][CH2:11][C:5]5[CH:4]=[C:3]([O:2][CH3:1])[CH:29]=[CH:28][C:6]=5[NH:7][C:8]4=[O:27])[CH2:13][CH2:14]3)[CH:23]=2)=[O:26])[CH2:35][C:34]2[S:30][CH:31]=[CH:32][C:33]=2[CH2:38]1. The catalyst class is: 3.